From a dataset of Forward reaction prediction with 1.9M reactions from USPTO patents (1976-2016). Predict the product of the given reaction. (1) Given the reactants [Cl:1][C:2]1[CH:7]=[CH:6][C:5]([C:8]2[C:9](=[O:35])[O:10][C:11]3[C:16]([C:17]=2[CH2:18][C:19]2[CH:24]=[CH:23][C:22]([O:25][CH2:26][CH2:27][CH:28]4[CH2:33][CH2:32][CH2:31][CH2:30][NH:29]4)=[CH:21][CH:20]=2)=[CH:15][CH:14]=[C:13]([OH:34])[CH:12]=3)=[CH:4][CH:3]=1.[OH-].[NH4+].[I:38]I, predict the reaction product. The product is: [Cl:1][C:2]1[CH:3]=[CH:4][C:5]([C:8]2[C:9](=[O:35])[O:10][C:11]3[C:16]([C:17]=2[CH2:18][C:19]2[CH:24]=[CH:23][C:22]([O:25][CH2:26][CH2:27][CH:28]4[CH2:33][CH2:32][CH2:31][CH2:30][NH:29]4)=[CH:21][CH:20]=2)=[CH:15][CH:14]=[C:13]([OH:34])[C:12]=3[I:38])=[CH:6][CH:7]=1. (2) Given the reactants [Cl:1][C:2]1[CH:3]=[N:4][C:5]([CH2:11][C:12]2[CH:17]=[CH:16][CH:15]=[C:14]([Cl:18])[CH:13]=2)=[C:6]([CH:10]=1)[C:7]([OH:9])=O.Cl.[NH2:20][C@H:21]([C:23]1[CH:32]=[CH:31][C:26]([C:27]([O:29][CH3:30])=[O:28])=[CH:25][CH:24]=1)[CH3:22], predict the reaction product. The product is: [Cl:1][C:2]1[CH:10]=[C:6]([C:7]([NH:20][C@H:21]([C:23]2[CH:32]=[CH:31][C:26]([C:27]([O:29][CH3:30])=[O:28])=[CH:25][CH:24]=2)[CH3:22])=[O:9])[C:5]([CH2:11][C:12]2[CH:17]=[CH:16][CH:15]=[C:14]([Cl:18])[CH:13]=2)=[N:4][CH:3]=1.